The task is: Predict the reaction yield, written as a fraction of the theoretical maximum amount of product (1.0 means a 100% yield; for example, 0.34 means a 34% yield).. This data is from Reaction yield outcomes from USPTO patents with 853,638 reactions. (1) The reactants are Br[C:2]1[CH:3]=[N:4][CH:5]=[C:6]([Br:8])[CH:7]=1.C([Li])CCC.CN([CH:17]=[O:18])C.[Cl-].[NH4+]. The catalyst is C(OCC)C.O. The product is [Br:8][C:6]1[CH:5]=[N:4][CH:3]=[C:2]([CH:7]=1)[CH:17]=[O:18]. The yield is 0.400. (2) The reactants are [CH2:1]([O:4][C:5]1[CH:10]=[CH:9][C:8]([N+:11]([O-])=O)=[CH:7][CH:6]=1)[CH:2]=[CH2:3].CC(O)=O.C([O-])([O-])=O.[Na+].[Na+]. The catalyst is O.[Fe]. The product is [CH2:1]([O:4][C:5]1[CH:10]=[CH:9][C:8]([NH2:11])=[CH:7][CH:6]=1)[CH:2]=[CH2:3]. The yield is 0.600.